Predict which catalyst facilitates the given reaction. From a dataset of Catalyst prediction with 721,799 reactions and 888 catalyst types from USPTO. (1) Reactant: [N+:1]([C:4]1[CH:5]=[C:6]2[C:11](=[CH:12][CH:13]=1)[NH:10][C:9](=[O:14])[CH2:8][CH2:7]2)([O-:3])=[O:2].Cl.Cl[CH2:17][CH2:18][CH:19]1[CH2:23][CH2:22][CH2:21][N:20]1[CH3:24].[I-].[Na+].C(=O)([O-])[O-].[K+].[K+]. Product: [CH3:24][N:20]1[CH2:21][CH2:22][CH2:23][CH:19]1[CH2:18][CH2:17][N:10]1[C:11]2[C:6](=[CH:5][C:4]([N+:1]([O-:3])=[O:2])=[CH:13][CH:12]=2)[CH2:7][CH2:8][C:9]1=[O:14]. The catalyst class is: 35. (2) The catalyst class is: 344. Product: [CH3:17][C@@H:16]1[CH2:15][CH2:14][N:13]([C:18]([O:40][CH2:39][C:38]2[CH:42]=[CH:34][CH:35]=[CH:36][CH:37]=2)=[O:26])[CH2:12][CH2:11][N:10]1[C:8](=[O:9])[C:6]1[CH:7]=[C:2]([CH3:1])[CH:3]=[CH:4][C:5]=1[N:28]1[N:32]=[CH:31][CH:30]=[N:29]1. Reactant: [CH3:1][C:2]1[CH:3]=[CH:4][C:5]([N:28]2[N:32]=[CH:31][CH:30]=[N:29]2)=[C:6]([C:8]([N:10]2[C@H:16]([CH3:17])[CH2:15][CH2:14][N:13]([C:18]3[O:26]C4C=CC(Cl)=CC=4N=3)[CH2:12][CH2:11]2)=[O:9])[CH:7]=1.C[C:34]1[CH:35]=[CH:36][C:37](N2N=CC=N2)=[C:38]([CH:42]=1)[C:39](O)=[O:40].Cl.C(OC(N1CC[C@@H](C)NCC1)=O)C1C=CC=CC=1.C1C=NC2N(O)N=NC=2C=1.CN1CCOCC1. (3) The catalyst class is: 2. Product: [Br:1][CH2:2][C:3]1[CH:8]=[CH:7][C:6]([S:9]([NH:15][CH3:14])(=[O:11])=[O:10])=[CH:5][CH:4]=1. Reactant: [Br:1][CH2:2][C:3]1[CH:8]=[CH:7][C:6]([S:9](Cl)(=[O:11])=[O:10])=[CH:5][CH:4]=1.Cl.[CH3:14][NH2:15].O. (4) Reactant: [I:1]I.I(O)(=O)(=O)=O.S(=O)(=O)(O)O.[CH2:13]([O:19][C:20]1[CH:25]=[CH:24][CH:23]=[CH:22][C:21]=1[O:26][CH2:27][CH2:28][CH2:29][CH2:30][CH2:31][CH3:32])[CH2:14][CH2:15][CH2:16][CH2:17][CH3:18]. Product: [CH2:27]([O:26][C:21]1[CH:22]=[CH:23][C:24]([I:1])=[CH:25][C:20]=1[O:19][CH2:13][CH2:14][CH2:15][CH2:16][CH2:17][CH3:18])[CH2:28][CH2:29][CH2:30][CH2:31][CH3:32]. The catalyst class is: 211. (5) Reactant: [Cl:1][C:2]1[CH:7]=[CH:6][CH:5]=[CH:4][C:3]=1/[CH:8]=[CH:9]/[CH2:10][OH:11].C(N(C(C)C)CC)(C)C.Cl[CH2:22][O:23][CH3:24]. Product: [Cl:1][C:2]1[CH:7]=[CH:6][CH:5]=[CH:4][C:3]=1/[CH:8]=[CH:9]/[CH2:10][O:11][CH2:22][O:23][CH3:24]. The catalyst class is: 4.